This data is from Full USPTO retrosynthesis dataset with 1.9M reactions from patents (1976-2016). The task is: Predict the reactants needed to synthesize the given product. (1) Given the product [C:9]([O:13][C:14](=[O:21])[NH:15][CH2:16][CH2:17][CH:18]([O:20][C:23]1[C:28]([N+:29]([O-:31])=[O:30])=[CH:27][CH:26]=[CH:25][N:24]=1)[CH3:19])([CH3:10])([CH3:12])[CH3:11], predict the reactants needed to synthesize it. The reactants are: [OH-].[K+].C(=O)([O-])[O-].[K+].[K+].[C:9]([O:13][C:14](=[O:21])[NH:15][CH2:16][CH2:17][CH:18]([OH:20])[CH3:19])([CH3:12])([CH3:11])[CH3:10].Cl[C:23]1[C:28]([N+:29]([O-:31])=[O:30])=[CH:27][CH:26]=[CH:25][N:24]=1.C(N(CCOCCOC)CCOCCOC)COCCOC. (2) Given the product [C:1]([O:7][CH2:8][N:9]1[C:13]2[N:14]=[N:15][CH:16]=[C:17]([C:31]3[CH:30]=[N:29][N:28]([CH:24]([CH:19]4[CH2:23][CH2:22][CH2:21][CH2:20]4)[CH2:25][C:26]#[N:27])[CH:32]=3)[C:12]=2[CH:11]=[CH:10]1)(=[O:6])[C:2]([CH3:5])([CH3:4])[CH3:3], predict the reactants needed to synthesize it. The reactants are: [C:1]([O:7][CH2:8][N:9]1[C:13]2[N:14]=[N:15][CH:16]=[C:17](Cl)[C:12]=2[CH:11]=[CH:10]1)(=[O:6])[C:2]([CH3:5])([CH3:4])[CH3:3].[CH:19]1([CH:24]([N:28]2[CH:32]=[C:31](B3OC(C)(C)C(C)(C)O3)[CH:30]=[N:29]2)[CH2:25][C:26]#[N:27])[CH2:23][CH2:22][CH2:21][CH2:20]1.C(=O)([O-])[O-].[K+].[K+]. (3) Given the product [Cl:1][C:2]1[CH:3]=[C:4]([O:22][C:24]2[CH:29]=[CH:28][CH:27]=[C:26]([S:30]([CH3:33])(=[O:32])=[O:31])[CH:25]=2)[CH:5]=[CH:6][C:7]=1[N:8]1[C:12]2[CH:13]=[CH:14][CH:15]=[C:16]([C:17]([F:19])([F:20])[F:18])[C:11]=2[N:10]=[C:9]1[CH3:21], predict the reactants needed to synthesize it. The reactants are: [Cl:1][C:2]1[CH:3]=[C:4]([OH:22])[CH:5]=[CH:6][C:7]=1[N:8]1[C:12]2[CH:13]=[CH:14][CH:15]=[C:16]([C:17]([F:20])([F:19])[F:18])[C:11]=2[N:10]=[C:9]1[CH3:21].F[C:24]1[CH:29]=[CH:28][CH:27]=[C:26]([S:30]([CH3:33])(=[O:32])=[O:31])[CH:25]=1. (4) Given the product [I:13][C:7]1[C:6]2[C:10](=[CH:11][CH:12]=[C:4]([N+:1]([O-:3])=[O:2])[CH:5]=2)[NH:9][N:8]=1, predict the reactants needed to synthesize it. The reactants are: [N+:1]([C:4]1[CH:5]=[C:6]2[C:10](=[CH:11][CH:12]=1)[NH:9][N:8]=[CH:7]2)([O-:3])=[O:2].[I:13]I.[OH-].[K+].S(S([O-])(=O)=O)([O-])(=O)=O.[Na+].[Na+]. (5) Given the product [NH2:2][CH2:3][C:4]1([C:17]([NH:18][C:19]2[CH:24]=[CH:23][C:22]([Cl:25])=[CH:21][N:20]=2)=[O:26])[CH2:5][CH2:6][N:7]([C:10]2[C:29]3[CH:36]=[CH:35][NH:34][C:30]=3[N:31]=[CH:32][N:33]=2)[CH2:8][CH2:9]1, predict the reactants needed to synthesize it. The reactants are: Cl.[NH2:2][CH2:3][C:4]1([C:17](=[O:26])[NH:18][C:19]2[CH:24]=[CH:23][C:22]([Cl:25])=[CH:21][N:20]=2)[CH2:9][CH2:8][N:7]([C:10](OC(C)(C)C)=O)[CH2:6][CH2:5]1.ClC1[C:29]2[CH:36]=[CH:35][NH:34][C:30]=2[N:31]=[CH:32][N:33]=1.C(N(C(C)C)C(C)C)C. (6) Given the product [NH2:25][C:21]1[CH:20]=[C:19]([C:17]([C:13]2[CH:14]=[C:15]3[C:10](=[CH:11][CH:12]=2)[N:9]=[CH:8][C:7]([C:3]2[CH:2]=[N:1][CH:6]=[CH:5][CH:4]=2)=[N:16]3)=[O:18])[CH:24]=[CH:23][CH:22]=1, predict the reactants needed to synthesize it. The reactants are: [N:1]1[CH:6]=[CH:5][CH:4]=[C:3]([C:7]2[CH:8]=[N:9][C:10]3[C:15]([N:16]=2)=[CH:14][C:13]([C:17]([C:19]2[CH:20]=[C:21]([NH:25]C(=O)C(C)(C)C)[CH:22]=[CH:23][CH:24]=2)=[O:18])=[CH:12][CH:11]=3)[CH:2]=1.Cl.[OH-].[Na+]. (7) Given the product [C:58]([C:56]1[CH:57]=[C:49]([NH:48][C:8]([NH:9][C:10]2[C:19]3[C:14](=[CH:15][CH:16]=[CH:17][CH:18]=3)[C:13]([O:20][C:21]3[CH:26]=[CH:25][N:24]=[C:23]([NH:27][C:28]4[CH:33]=[C:32]([O:34][CH2:35][CH2:36][O:37][CH2:38][CH2:39][O:40][CH2:41][CH2:42][O:43][CH3:44])[CH:31]=[C:30]([O:45][CH3:46])[CH:29]=4)[N:22]=3)=[CH:12][CH:11]=2)=[O:7])[C:50]([O:62][CH3:63])=[C:51]([CH:55]=1)[C:52]([OH:54])=[O:53])([CH3:60])([CH3:59])[CH3:61], predict the reactants needed to synthesize it. The reactants are: C1([O:7][C:8](=O)[NH:9][C:10]2[C:19]3[C:14](=[CH:15][CH:16]=[CH:17][CH:18]=3)[C:13]([O:20][C:21]3[CH:26]=[CH:25][N:24]=[C:23]([NH:27][C:28]4[CH:33]=[C:32]([O:34][CH2:35][CH2:36][O:37][CH2:38][CH2:39][O:40][CH2:41][CH2:42][O:43][CH3:44])[CH:31]=[C:30]([O:45][CH3:46])[CH:29]=4)[N:22]=3)=[CH:12][CH:11]=2)C=CC=CC=1.[NH2:48][C:49]1[C:50]([O:62][CH3:63])=[C:51]([CH:55]=[C:56]([C:58]([CH3:61])([CH3:60])[CH3:59])[CH:57]=1)[C:52]([OH:54])=[O:53]. (8) Given the product [CH3:1][O:2][C:3]([C:4]1[CH:9]=[C:8]([C:16]2[CH:17]=[CH:18][C:19]([F:20])=[C:14]([Cl:13])[CH:15]=2)[CH:7]=[CH:6][C:5]=1[OH:11])=[O:12], predict the reactants needed to synthesize it. The reactants are: [CH3:1][O:2][C:3](=[O:12])[C:4]1[CH:9]=[C:8](Br)[CH:7]=[CH:6][C:5]=1[OH:11].[Cl:13][C:14]1[CH:15]=[C:16](B(O)O)[CH:17]=[CH:18][C:19]=1[F:20].C(OC)(=O)C1C=CC=CC=1.[Li+].[OH-].O.C1COCC1.C(O)C. (9) Given the product [Cl:1][C:2]1[CH:3]=[C:4]([C:16]([NH:18][C@H:19]([C:21]2[CH:29]=[CH:28][C:24]([C:25]([OH:27])=[O:26])=[CH:23][CH:22]=2)[CH3:20])=[O:17])[C:5]([O:38][C:33]2[CH:34]=[C:35]([CH3:37])[CH:36]=[C:31]([CH3:30])[CH:32]=2)=[N:6][CH:7]=1, predict the reactants needed to synthesize it. The reactants are: [Cl:1][C:2]1[CH:3]=[C:4]([C:16]([NH:18][C@H:19]([C:21]2[CH:29]=[CH:28][C:24]([C:25]([OH:27])=[O:26])=[CH:23][CH:22]=2)[CH3:20])=[O:17])[C:5](OC2C=CC=C(F)C=2)=[N:6][CH:7]=1.[CH3:30][C:31]1[CH:32]=[C:33]([OH:38])[CH:34]=[C:35]([CH3:37])[CH:36]=1. (10) The reactants are: FC(F)(F)C([NH:5][C:6]1[CH:7]=[C:8]2[C:12](=[CH:13][C:14]=1[N+:15]([O-:17])=[O:16])[N:11]([CH3:18])[C:10](=[O:19])[C:9]12[CH2:21][CH2:20]1)=O.CN(C=O)C.O.C([O-])([O-])=O.[K+].[K+]. Given the product [NH2:5][C:6]1[CH:7]=[C:8]2[C:12](=[CH:13][C:14]=1[N+:15]([O-:17])=[O:16])[N:11]([CH3:18])[C:10](=[O:19])[C:9]12[CH2:20][CH2:21]1, predict the reactants needed to synthesize it.